From a dataset of CYP2C19 inhibition data for predicting drug metabolism from PubChem BioAssay. Regression/Classification. Given a drug SMILES string, predict its absorption, distribution, metabolism, or excretion properties. Task type varies by dataset: regression for continuous measurements (e.g., permeability, clearance, half-life) or binary classification for categorical outcomes (e.g., BBB penetration, CYP inhibition). Dataset: cyp2c19_veith. (1) The drug is COc1cc(OC)c(C#N)c(S(=O)(=O)Cc2ccccc2)c1. The result is 1 (inhibitor). (2) The compound is Nc1ncnc2c1ncn2[C@@H]1O[C@@H](C(=O)NC2CC2)[C@H](O)[C@@H]1O. The result is 0 (non-inhibitor). (3) The drug is O=C(O)CCCc1ccc(N(CCCl)CCCl)cc1. The result is 0 (non-inhibitor). (4) The compound is CN(C)C(=O)Oc1ccc[n+](C)c1. The result is 0 (non-inhibitor). (5) The drug is Nc1nc(-c2ccc3ccccc3c2)cc(-c2cc(-c3ccc4ccccc4c3)nc(N)n2)n1. The result is 0 (non-inhibitor). (6) The drug is CCN(Cc1ccccc1)Cc1cccc([N+](=O)[O-])c1. The result is 1 (inhibitor). (7) The compound is C/C(=N/NS(=O)(=O)c1ccc(C)cc1)P(=O)(O)O. The result is 0 (non-inhibitor). (8) The molecule is CC(=O)Nc1c(I)c(C(=O)N[C@@H]2[C@@H](O)O[C@@H](CO)[C@@H](O)[C@@H]2O)c(I)c(N(C)C(C)=O)c1I. The result is 0 (non-inhibitor). (9) The drug is CN(C)CCN1C(=O)C(O)=C(C(=O)c2cc3ccccc3o2)C1c1ccccn1. The result is 0 (non-inhibitor). (10) The molecule is CCOc1cc(/C=N/O)cc(Cl)c1OC. The result is 1 (inhibitor).